Dataset: Reaction yield outcomes from USPTO patents with 853,638 reactions. Task: Predict the reaction yield, written as a fraction of the theoretical maximum amount of product (1.0 means a 100% yield; for example, 0.34 means a 34% yield). The reactants are [I:1]Cl.[Cl:3][C:4]1[CH:9]=[C:8]([NH2:10])[CH:7]=[CH:6][N:5]=1.C([O-])(=O)C.[K+]. The catalyst is C(O)(=O)C. The product is [Cl:3][C:4]1[CH:9]=[C:8]([NH2:10])[C:7]([I:1])=[CH:6][N:5]=1. The yield is 0.400.